This data is from Forward reaction prediction with 1.9M reactions from USPTO patents (1976-2016). The task is: Predict the product of the given reaction. Given the reactants [CH3:1][N:2]1[CH2:7][CH2:6][N:5]([C:8]2[N:13]=[N:12][C:11]([C:14]3[CH:23]=[CH:22][C:21]4[C:16](=[CH:17][CH:18]=[CH:19][CH:20]=4)[CH:15]=3)=[C:10]([C:24]3[CH:29]=[CH:28][N:27]=[CH:26][CH:25]=3)[CH:9]=2)[CH2:4][CH2:3]1.[ClH:30].C([OH:34])(C)C, predict the reaction product. The product is: [OH2:34].[OH2:34].[ClH:30].[ClH:30].[CH3:1][N:2]1[CH2:3][CH2:4][N:5]([C:8]2[N:13]=[N:12][C:11]([C:14]3[CH:23]=[CH:22][C:21]4[C:16](=[CH:17][CH:18]=[CH:19][CH:20]=4)[CH:15]=3)=[C:10]([C:24]3[CH:29]=[CH:28][N:27]=[CH:26][CH:25]=3)[CH:9]=2)[CH2:6][CH2:7]1.